Dataset: Forward reaction prediction with 1.9M reactions from USPTO patents (1976-2016). Task: Predict the product of the given reaction. (1) Given the reactants [N:1]1[C:6]2[CH:7]=[CH:8][O:9][C:5]=2[C:4](=O)[NH:3][CH:2]=1.CN(C)C1C=CC=CC=1.P(Cl)(Cl)([Cl:22])=O, predict the reaction product. The product is: [Cl:22][C:4]1[C:5]2[O:9][CH:8]=[CH:7][C:6]=2[N:1]=[CH:2][N:3]=1. (2) Given the reactants [NH2:1][C:2]1[CH:7]=[CH:6][CH:5]=[CH:4][C:3]=1[CH2:8][S:9]([O-:12])(=O)=[O:10].[Na+], predict the reaction product. The product is: [NH:1]1[C:2]2[CH:7]=[CH:6][CH:5]=[CH:4][C:3]=2[CH2:8][S:9]1(=[O:12])=[O:10]. (3) Given the reactants [CH:1]1[CH:2]=[CH:3][C:4]([C@@H:7]([NH2:24])[C:8]([NH:10][C@@H:11]2[C:14](=[O:15])[N:13]3[C:16]([C:21]([OH:23])=[O:22])=[C:17]([Cl:20])[CH2:18][S:19][C@H:12]23)=[O:9])=[CH:5][CH:6]=1.N, predict the reaction product. The product is: [CH2:18]1[S:19][C@@H:12]2[C@H:11]([NH:10][C:8]([C@H:7]([NH2:24])[C:4]3[CH:5]=[CH:6][CH:1]=[CH:2][CH:3]=3)=[O:9])[C:14](=[O:15])[N:13]2[C:16]([C:21]([OH:23])=[O:22])=[C:17]1[Cl:20].[OH2:9].